The task is: Predict the product of the given reaction.. This data is from Forward reaction prediction with 1.9M reactions from USPTO patents (1976-2016). (1) Given the reactants [Br:1][C:2]1[CH:3]=[C:4]2[C:8](=[N:9][CH:10]=1)[NH:7][CH:6]=[CH:5]2.CO.[C:13]([O:17][C:18](=[O:36])[N:19]([CH2:28][C:29]1[CH:34]=[CH:33][C:32]([Cl:35])=[CH:31][CH:30]=1)[C:20]1[CH:25]=[CH:24][C:23]([CH:26]=[O:27])=[CH:22][N:21]=1)([CH3:16])([CH3:15])[CH3:14].[OH-].[K+], predict the reaction product. The product is: [C:13]([O:17][C:18](=[O:36])[N:19]([C:20]1[CH:25]=[CH:24][C:23]([CH:26]([C:5]2[C:4]3[C:8](=[N:9][CH:10]=[C:2]([Br:1])[CH:3]=3)[NH:7][CH:6]=2)[OH:27])=[CH:22][N:21]=1)[CH2:28][C:29]1[CH:30]=[CH:31][C:32]([Cl:35])=[CH:33][CH:34]=1)([CH3:16])([CH3:14])[CH3:15]. (2) Given the reactants [CH3:1][C:2]1[C:14]2[CH2:13][C:12]3[C:7](=[CH:8][CH:9]=[CH:10][C:11]=3[CH3:15])[C:6]=2[CH:5]=[C:4]([CH3:16])[CH:3]=1.[Li][CH2:18][CH2:19]CC.ICC, predict the reaction product. The product is: [CH3:1][C:2]1[C:14]2[CH:13]([CH2:18][CH3:19])[C:12]3[C:7](=[CH:8][CH:9]=[CH:10][C:11]=3[CH3:15])[C:6]=2[CH:5]=[C:4]([CH3:16])[CH:3]=1. (3) The product is: [CH2:44]([NH:51][C:18]([C:10]1[C:11]([CH:15]([CH3:16])[CH3:17])=[C:12]([CH:13]=[O:14])[N:8]([C:5]2[CH:4]=[CH:3][C:2]([F:1])=[CH:7][CH:6]=2)[N:9]=1)=[O:20])[C:45]1[CH:50]=[CH:49][CH:48]=[CH:47][CH:46]=1. Given the reactants [F:1][C:2]1[CH:7]=[CH:6][C:5]([N:8]2[C:12]([CH:13]=[O:14])=[C:11]([CH:15]([CH3:17])[CH3:16])[C:10]([C:18]([OH:20])=O)=[N:9]2)=[CH:4][CH:3]=1.Cl.CN(C)CCCN=C=NCC.O.ON1C2C=CC=CC=2N=N1.[CH2:44]([NH2:51])[C:45]1[CH:50]=[CH:49][CH:48]=[CH:47][CH:46]=1, predict the reaction product. (4) Given the reactants [C:1]([NH:4][C:5]1[S:19][C:8]2[CH2:9][N:10]([CH2:13][C:14]([O:16]CC)=O)[CH2:11][CH2:12][C:7]=2[C:6]=1[C:20]1[S:21][C:22]2[CH:28]=[CH:27][CH:26]=[CH:25][C:23]=2[N:24]=1)(=[O:3])[CH3:2].[CH3:29][NH2:30], predict the reaction product. The product is: [C:1]([NH:4][C:5]1[S:19][C:8]2[CH2:9][N:10]([CH2:13][C:14]([NH:30][CH3:29])=[O:16])[CH2:11][CH2:12][C:7]=2[C:6]=1[C:20]1[S:21][C:22]2[CH:28]=[CH:27][CH:26]=[CH:25][C:23]=2[N:24]=1)(=[O:3])[CH3:2]. (5) Given the reactants [F:1][C:2]1([F:39])[CH2:7][CH2:6][CH:5]([NH:8][C:9]([C:11]2[N:12]=[C:13]([C:31]3[CH:36]=[CH:35][C:34]([Cl:37])=[CH:33][C:32]=3[Cl:38])[N:14]([C:17]3[CH:22]=[CH:21][C:20]([O:23]CC4C=CC=CC=4)=[CH:19][CH:18]=3)[C:15]=2[CH3:16])=[O:10])[CH2:4][CH2:3]1, predict the reaction product. The product is: [F:39][C:2]1([F:1])[CH2:3][CH2:4][CH:5]([NH:8][C:9]([C:11]2[N:12]=[C:13]([C:31]3[CH:36]=[CH:35][C:34]([Cl:37])=[CH:33][C:32]=3[Cl:38])[N:14]([C:17]3[CH:18]=[CH:19][C:20]([OH:23])=[CH:21][CH:22]=3)[C:15]=2[CH3:16])=[O:10])[CH2:6][CH2:7]1. (6) Given the reactants C(SCC[N:17]1[CH2:22][CH2:21][NH:20][CH2:19][CH2:18]1)(C1C=CC=CC=1)C1C=CC=CC=1.[F:23][C:24]1[CH:29]=[CH:28][C:27]([CH:30]([S:38][CH2:39][CH2:40]Br)[C:31]2[CH:36]=[CH:35][C:34]([F:37])=[CH:33][CH:32]=2)=[CH:26][CH:25]=1, predict the reaction product. The product is: [F:23][C:24]1[CH:29]=[CH:28][C:27]([CH:30]([C:31]2[CH:36]=[CH:35][C:34]([F:37])=[CH:33][CH:32]=2)[S:38][CH2:39][CH2:40][N:17]2[CH2:22][CH2:21][NH:20][CH2:19][CH2:18]2)=[CH:26][CH:25]=1.